From a dataset of Peptide-MHC class II binding affinity with 134,281 pairs from IEDB. Regression. Given a peptide amino acid sequence and an MHC pseudo amino acid sequence, predict their binding affinity value. This is MHC class II binding data. The peptide sequence is QQAVVIMDDLCQNPDGKDVS. The MHC is HLA-DQA10301-DQB10302 with pseudo-sequence HLA-DQA10301-DQB10302. The binding affinity (normalized) is 0.174.